Dataset: Full USPTO retrosynthesis dataset with 1.9M reactions from patents (1976-2016). Task: Predict the reactants needed to synthesize the given product. (1) Given the product [C:2]1([C@@H:14]2[CH2:18][CH2:17][C@@H:16]([NH:19][C:25]([N:20]3[CH2:24][CH2:23][CH2:22][CH2:21]3)=[O:26])[CH2:15]2)[N:6]2[C:7]3[CH:13]=[CH:12][NH:11][C:8]=3[N:9]=[CH:10][C:5]2=[N:4][N:3]=1, predict the reactants needed to synthesize it. The reactants are: Cl.[C:2]1([C@@H:14]2[CH2:18][CH2:17][C@@H:16]([NH2:19])[CH2:15]2)[N:6]2[C:7]3[CH:13]=[CH:12][NH:11][C:8]=3[N:9]=[CH:10][C:5]2=[N:4][N:3]=1.[N:20]1([C:25](Cl)=[O:26])[CH2:24][CH2:23][CH2:22][CH2:21]1. (2) The reactants are: [CH:1]1([C@H:5]2[C@H:14]([CH3:15])[C@@H:13]([NH:16][C:17](=[O:26])[O:18][CH2:19][C:20]3[CH:25]=[CH:24][CH:23]=[CH:22][CH:21]=3)[C:12]3[C:7](=[CH:8][CH:9]=[CH:10][CH:11]=3)[NH:6]2)[CH2:4][CH2:3][CH2:2]1.N1C=CC=CC=1.[C:33](Cl)(=[O:35])[CH3:34]. Given the product [C:33]([N:6]1[C:7]2[C:12](=[CH:11][CH:10]=[CH:9][CH:8]=2)[C@H:13]([NH:16][C:17](=[O:26])[O:18][CH2:19][C:20]2[CH:25]=[CH:24][CH:23]=[CH:22][CH:21]=2)[C@@H:14]([CH3:15])[C@@H:5]1[CH:1]1[CH2:4][CH2:3][CH2:2]1)(=[O:35])[CH3:34], predict the reactants needed to synthesize it. (3) Given the product [Cl:14][C:11]1[CH:12]=[CH:13][C:8]2[N:7]=[C:18]([C:20]3[CH:25]=[CH:24][CH:23]=[C:22]([C:26]4[CH:27]=[N:28][C:29]([O:32][CH3:33])=[CH:30][CH:31]=4)[CH:21]=3)[CH2:17][C:16](=[O:34])[NH:15][C:9]=2[CH:10]=1, predict the reactants needed to synthesize it. The reactants are: C(OC(=O)[NH:7][C:8]1[CH:13]=[CH:12][C:11]([Cl:14])=[CH:10][C:9]=1[NH:15][C:16](=[O:34])[CH2:17][C:18]([C:20]1[CH:25]=[CH:24][CH:23]=[C:22]([C:26]2[CH:27]=[N:28][C:29]([O:32][CH3:33])=[CH:30][CH:31]=2)[CH:21]=1)=O)(C)(C)C.C(O)(C(F)(F)F)=O. (4) Given the product [Cl:1][C:2]1[CH:16]=[CH:15][C:14]([N:17]2[C:22](=[O:23])[CH:21]=[C:20]([C:24]([F:25])([F:27])[F:26])[N:19]([CH3:28])[C:18]2=[O:29])=[CH:13][C:3]=1[C:4]([O:6][C@@H:7]([CH3:12])[C:8]([OH:10])=[O:9])=[O:5], predict the reactants needed to synthesize it. The reactants are: [Cl:1][C:2]1[CH:16]=[CH:15][C:14]([N:17]2[C:22](=[O:23])[CH:21]=[C:20]([C:24]([F:27])([F:26])[F:25])[N:19]([CH3:28])[C:18]2=[O:29])=[CH:13][C:3]=1[C:4]([O:6][C@@H:7]([CH3:12])[C:8]([O:10]C)=[O:9])=[O:5].Cl. (5) Given the product [I:21][CH2:2][CH2:3][CH2:4][O:5][CH2:6][CH2:7][C:8]1[CH:13]=[CH:12][C:11]([O:14][C:15](=[O:20])[C:16]([CH3:19])([CH3:18])[CH3:17])=[CH:10][CH:9]=1, predict the reactants needed to synthesize it. The reactants are: Cl[CH2:2][CH2:3][CH2:4][O:5][CH2:6][CH2:7][C:8]1[CH:13]=[CH:12][C:11]([O:14][C:15](=[O:20])[C:16]([CH3:19])([CH3:18])[CH3:17])=[CH:10][CH:9]=1.[I-:21].[Na+]. (6) Given the product [F:20][C:2]([F:1])([F:19])[C:3]1[CH:4]=[CH:5][C:6]([C:9]2[O:13][N:12]=[C:11]([CH2:14][OH:15])[CH:10]=2)=[CH:7][CH:8]=1, predict the reactants needed to synthesize it. The reactants are: [F:1][C:2]([F:20])([F:19])[C:3]1[CH:8]=[CH:7][C:6]([C:9]2[O:13][N:12]=[C:11]([C:14](OCC)=[O:15])[CH:10]=2)=[CH:5][CH:4]=1.[BH4-].[Na+].O. (7) Given the product [CH3:25][C:22]1[O:21][C:20]([CH2:19][CH2:18][S:11][C:8]2[CH:9]=[CH:10][C:5]([NH:4][C:1](=[O:3])[CH3:2])=[CH:6][CH:7]=2)=[CH:24][CH:23]=1, predict the reactants needed to synthesize it. The reactants are: [C:1]([NH:4][C:5]1[CH:10]=[CH:9][C:8]([SH:11])=[CH:7][CH:6]=1)(=[O:3])[CH3:2].[Li]CCCC.Br[CH2:18][CH2:19][C:20]1[O:21][C:22]([CH3:25])=[CH:23][CH:24]=1. (8) Given the product [NH2:1][C:2]1[CH:11]=[C:10]([F:12])[C:9]([CH3:13])=[C:8]2[C:3]=1[C:4](=[O:23])[C:5]([C:18]([OH:20])=[O:19])=[CH:6][N:7]2[C@@H:14]1[CH2:16][C@@H:15]1[F:17], predict the reactants needed to synthesize it. The reactants are: [NH2:1][C:2]1[CH:11]=[C:10]([F:12])[C:9]([CH3:13])=[C:8]2[C:3]=1[C:4](=[O:23])[C:5]([C:18]([O:20]CC)=[O:19])=[CH:6][N:7]2[C@@H:14]1[CH2:16][C@@H:15]1[F:17].O.S(=O)(=O)(O)O. (9) Given the product [CH3:23][N:24]([CH3:34])[C:25]1[CH:30]=[CH:29][C:28]([NH:31][C:32]([NH:20][CH2:19][CH2:18][CH2:17][N:8]2[CH:7]([CH2:6][C:5]3[CH:21]=[CH:22][C:2]([F:1])=[CH:3][CH:4]=3)[CH2:16][C:15]3[C:10](=[CH:11][CH:12]=[CH:13][CH:14]=3)[CH2:9]2)=[O:33])=[CH:27][CH:26]=1, predict the reactants needed to synthesize it. The reactants are: [F:1][C:2]1[CH:22]=[CH:21][C:5]([CH2:6][CH:7]2[CH2:16][C:15]3[C:10](=[CH:11][CH:12]=[CH:13][CH:14]=3)[CH2:9][N:8]2[CH2:17][CH2:18][CH2:19][NH2:20])=[CH:4][CH:3]=1.[CH3:23][N:24]([CH3:34])[C:25]1[CH:30]=[CH:29][C:28]([N:31]=[C:32]=[O:33])=[CH:27][CH:26]=1. (10) Given the product [Cl:23][C:17]1[CH:18]=[C:19]([Cl:22])[CH:20]=[CH:21][C:16]=1[CH:15]([O:14][CH:11]1[CH2:10][CH2:9][N:8]([C:31]([Cl:34])=[O:32])[CH2:13][CH2:12]1)[C:24]1[CH:29]=[CH:28][C:27]([Cl:30])=[CH:26][CH:25]=1, predict the reactants needed to synthesize it. The reactants are: C([N:8]1[CH2:13][CH2:12][CH:11]([O:14][CH:15]([C:24]2[CH:29]=[CH:28][C:27]([Cl:30])=[CH:26][CH:25]=2)[C:16]2[CH:21]=[CH:20][C:19]([Cl:22])=[CH:18][C:17]=2[Cl:23])[CH2:10][CH2:9]1)C1C=CC=CC=1.[C:31]([Cl:34])(Cl)=[O:32].